This data is from Reaction yield outcomes from USPTO patents with 853,638 reactions. The task is: Predict the reaction yield, written as a fraction of the theoretical maximum amount of product (1.0 means a 100% yield; for example, 0.34 means a 34% yield). (1) The reactants are [CH2:1]([O:3][C:4](=[O:19])[CH2:5][NH:6][C:7]1[CH:12]=[C:11]([O:13][CH3:14])[C:10]([O:15][CH3:16])=[CH:9][C:8]=1[C:17]#[N:18])[CH3:2].CC(C)([O-])C.[K+]. The catalyst is O1CCCC1. The product is [NH2:18][C:17]1[C:8]2[C:7](=[CH:12][C:11]([O:13][CH3:14])=[C:10]([O:15][CH3:16])[CH:9]=2)[NH:6][C:5]=1[C:4]([O:3][CH2:1][CH3:2])=[O:19]. The yield is 0.490. (2) The reactants are [CH3:13][C:12]([O:11][C:9](O[C:9]([O:11][C:12]([CH3:15])([CH3:14])[CH3:13])=[O:10])=[O:10])([CH3:15])[CH3:14].C([N:23]([CH:35]([CH3:37])[CH3:36])[C:24]1[CH:34]=[N:33][C:27]2[CH2:28][NH:29][CH2:30][CH2:31][O:32][C:26]=2[N:25]=1)C1C=CC=CC=1.C(N(CC)CC)C.Cl. The catalyst is C(OCC)(=O)C.CO.[OH-].[OH-].[Pd+2]. The product is [CH3:37][CH:35]([NH:23][C:24]1[CH:34]=[N:33][C:27]2[CH2:28][N:29]([C:9]([O:11][C:12]([CH3:13])([CH3:14])[CH3:15])=[O:10])[CH2:30][CH2:31][O:32][C:26]=2[N:25]=1)[CH3:36]. The yield is 0.790. (3) The reactants are [OH:1][C:2]1[CH:9]=[C:8]([OH:10])[CH:7]=[C:6]([CH3:11])[C:3]=1[CH:4]=O.[C:12](OCC)(=[O:19])[CH2:13][C:14]([O:16][CH2:17][CH3:18])=[O:15].N1CCCCC1. The catalyst is C(O)C. The product is [CH2:17]([O:16][C:14]([C:13]1[C:12](=[O:19])[O:1][C:2]2[C:3]([CH:4]=1)=[C:6]([CH3:11])[CH:7]=[C:8]([OH:10])[CH:9]=2)=[O:15])[CH3:18]. The yield is 0.620. (4) The reactants are [N+:1]([C:4]1[CH:14]=[CH:13][C:7]2[NH:8][CH2:9][CH2:10][CH2:11][O:12][C:6]=2[CH:5]=1)([O-])=O. The catalyst is [Pd].C(O)C. The product is [CH:13]1[C:7]2[NH:8][CH2:9][CH2:10][CH2:11][O:12][C:6]=2[CH:5]=[C:4]([NH2:1])[CH:14]=1. The yield is 0.970.